From a dataset of Reaction yield outcomes from USPTO patents with 853,638 reactions. Predict the reaction yield, written as a fraction of the theoretical maximum amount of product (1.0 means a 100% yield; for example, 0.34 means a 34% yield). (1) The reactants are [C:1]1([C:7]2([C:13]3[CH:18]=[CH:17][CH:16]=[CH:15][CH:14]=3)[CH2:12][CH2:11][NH:10][CH2:9][CH2:8]2)[CH:6]=[CH:5][CH:4]=[CH:3][CH:2]=1.[CH:19]([C:21]1[CH:36]=[CH:35][C:24]([O:25][C:26]2[CH:34]=[CH:33][C:29]([C:30]([NH2:32])=[O:31])=[CH:28][N:27]=2)=[CH:23][CH:22]=1)=O.C(O[BH-](OC(=O)C)OC(=O)C)(=O)C.[Na+].C(O)(=O)C. The catalyst is ClCCCl.CO.C(Cl)Cl. The product is [C:1]1([C:7]2([C:13]3[CH:18]=[CH:17][CH:16]=[CH:15][CH:14]=3)[CH2:8][CH2:9][N:10]([CH2:19][C:21]3[CH:36]=[CH:35][C:24]([O:25][C:26]4[CH:34]=[CH:33][C:29]([C:30]([NH2:32])=[O:31])=[CH:28][N:27]=4)=[CH:23][CH:22]=3)[CH2:11][CH2:12]2)[CH:2]=[CH:3][CH:4]=[CH:5][CH:6]=1. The yield is 0.450. (2) The reactants are Cl[C:2]1[C:7](=[O:8])[N:6]([CH3:9])[C:5]([N:10]2[CH2:15][CH2:14][CH:13]([NH:16][C:17](=[O:23])[O:18][C:19]([CH3:22])([CH3:21])[CH3:20])[CH2:12][CH2:11]2)=[N:4][C:3]=1[C:24]1[CH:29]=[CH:28][C:27]([C:30]#[N:31])=[CH:26][CH:25]=1.B(O)(O)[C:33]1[CH:34]=[CH:35][C:36]([CH3:39])=[CH:37][CH:38]=1.C([O-])([O-])=O.[K+].[K+]. The catalyst is CN(C=O)C.CC(P(C(C)(C)C)[C]1[CH][CH][CH][CH]1)(C)C.CC(P(C(C)(C)C)[C]1[CH][CH][CH][CH]1)(C)C.Cl[Pd]Cl.[Fe]. The product is [C:30]([C:27]1[CH:28]=[CH:29][C:24]([C:3]2[N:4]=[C:5]([N:10]3[CH2:15][CH2:14][CH:13]([NH:16][C:17](=[O:23])[O:18][C:19]([CH3:21])([CH3:20])[CH3:22])[CH2:12][CH2:11]3)[N:6]([CH3:9])[C:7](=[O:8])[C:2]=2[C:33]2[CH:38]=[CH:37][C:36]([CH3:39])=[CH:35][CH:34]=2)=[CH:25][CH:26]=1)#[N:31]. The yield is 0.220. (3) The reactants are F.F.F.C(N(CC)CC)C.C(N(CC)CC)C.[Si]([O:35][CH2:36][C@H:37]1[O:41][C@@H:40]([N:42]2[CH:49]=[C:48]([CH3:50])[C:46](=[O:47])[NH:45][C:43]2=[O:44])[C@H:39]([O:51][CH2:52][CH2:53][O:54][N:55]([CH3:57])[CH3:56])[C@@H:38]1[OH:58])(C(C)(C)C)(C1C=CC=CC=1)C1C=CC=CC=1.CO. The catalyst is C1COCC1.C(Cl)Cl. The product is [CH3:56][N:55]([CH3:57])[O:54][CH2:53][CH2:52][O:51][C@@H:39]1[C@H:38]([OH:58])[C@@H:37]([CH2:36][OH:35])[O:41][C@H:40]1[N:42]1[CH:49]=[C:48]([CH3:50])[C:46](=[O:47])[NH:45][C:43]1=[O:44]. The yield is 0.925. (4) The reactants are [NH2:1][C:2]1[C:11]2[C:6](=[C:7](Br)[CH:8]=[CH:9][CH:10]=2)[N:5]=[N:4][C:3]=1[C:13]([NH:15][CH2:16][CH2:17][CH3:18])=[O:14].[CH3:19][S:20]([C:23]1[CH:24]=[C:25](B(O)O)[CH:26]=[CH:27][CH:28]=1)(=[O:22])=[O:21]. No catalyst specified. The product is [NH2:1][C:2]1[C:11]2[C:6](=[C:7]([C:27]3[CH:26]=[CH:25][CH:24]=[C:23]([S:20]([CH3:19])(=[O:22])=[O:21])[CH:28]=3)[CH:8]=[CH:9][CH:10]=2)[N:5]=[N:4][C:3]=1[C:13]([NH:15][CH2:16][CH2:17][CH3:18])=[O:14]. The yield is 0.830. (5) The reactants are [NH2:1][C:2]1[N:3]=[C:4]([S:9][CH3:10])[S:5][C:6]=1[C:7]#[N:8].S(=O)(=O)(O)[OH:12]. The catalyst is O. The product is [NH2:1][C:2]1[N:3]=[C:4]([S:9][CH3:10])[S:5][C:6]=1[C:7]([NH2:8])=[O:12]. The yield is 0.680.